From a dataset of Forward reaction prediction with 1.9M reactions from USPTO patents (1976-2016). Predict the product of the given reaction. (1) Given the reactants [F:1][C:2]([F:13])([F:12])[C:3]1[CH:4]=[C:5]([CH2:9][C:10]#[N:11])[CH:6]=[N:7][CH:8]=1.C[Li].Br[CH2:17][CH:18]1[CH2:20][O:19]1.C[Mg]Br.[NH4+].[Cl-], predict the reaction product. The product is: [OH:19][CH:18]1[CH2:20][C:9]([C:5]2[CH:6]=[N:7][CH:8]=[C:3]([C:2]([F:12])([F:1])[F:13])[CH:4]=2)([C:10]#[N:11])[CH2:17]1. (2) The product is: [Br:1][C:2]1[CH:3]=[CH:4][C:5]([N:8]2[CH:12]=[C:11]([CH2:13][CH2:14][CH2:15][O:16][C:17]3[C:22]([CH2:23][CH3:24])=[CH:21][CH:20]=[CH:19][C:18]=3[CH2:25][C:26]([OH:28])=[O:27])[C:10]([CH:30]([CH2:31][CH3:32])[CH2:33][CH3:34])=[N:9]2)=[N:6][CH:7]=1. Given the reactants [Br:1][C:2]1[CH:3]=[CH:4][C:5]([N:8]2[CH:12]=[C:11]([CH2:13][CH2:14][CH2:15][O:16][C:17]3[C:22]([CH2:23][CH3:24])=[CH:21][CH:20]=[CH:19][C:18]=3[CH2:25][C:26]([O:28]C)=[O:27])[C:10]([CH:30]([CH2:33][CH3:34])[CH2:31][CH3:32])=[N:9]2)=[N:6][CH:7]=1.[OH-].[Na+].O1CCCC1.Cl, predict the reaction product.